Dataset: Catalyst prediction with 721,799 reactions and 888 catalyst types from USPTO. Task: Predict which catalyst facilitates the given reaction. Reactant: Br[CH2:2][C:3]([C:5]1[C:6](=[O:16])[O:7][C:8]2[C:13]([CH:14]=1)=[CH:12][CH:11]=[CH:10][C:9]=2[Cl:15])=O.[CH3:17][N:18]([CH3:32])[CH2:19][CH2:20][O:21][C:22]1[CH:27]=[CH:26][CH:25]=[CH:24][C:23]=1[NH:28][C:29]([NH2:31])=[S:30]. Product: [Cl:15][C:9]1[CH:10]=[CH:11][CH:12]=[C:13]2[C:8]=1[O:7][C:6](=[O:16])[C:5]([C:3]1[N:31]=[C:29]([NH:28][C:23]3[CH:24]=[CH:25][CH:26]=[CH:27][C:22]=3[O:21][CH2:20][CH2:19][N:18]([CH3:32])[CH3:17])[S:30][CH:2]=1)=[CH:14]2. The catalyst class is: 8.